Dataset: Peptide-MHC class I binding affinity with 185,985 pairs from IEDB/IMGT. Task: Regression. Given a peptide amino acid sequence and an MHC pseudo amino acid sequence, predict their binding affinity value. This is MHC class I binding data. (1) The peptide sequence is YLYNKYSFKL. The MHC is HLA-A02:06 with pseudo-sequence HLA-A02:06. The binding affinity (normalized) is 1.00. (2) The peptide sequence is ELEKTRRKL. The MHC is HLA-A02:06 with pseudo-sequence HLA-A02:06. The binding affinity (normalized) is 0.00938. (3) The peptide sequence is LLITHYAII. The MHC is HLA-A02:03 with pseudo-sequence HLA-A02:03. The binding affinity (normalized) is 0.732. (4) The peptide sequence is TLLNETAKV. The MHC is HLA-A02:02 with pseudo-sequence HLA-A02:02. The binding affinity (normalized) is 0.491.